Task: Predict the product of the given reaction.. Dataset: Forward reaction prediction with 1.9M reactions from USPTO patents (1976-2016) (1) Given the reactants [CH3:1][C:2]1[CH:11]=[CH:10][CH:9]=[C:8]([CH2:12][O:13][C@@H:14]2[CH2:19][CH2:18][CH2:17][C@H:16]([O:20][CH2:21][CH:22]=O)[CH2:15]2)[C:3]=1[C:4]([O:6]C)=[O:5].[C:24]1([CH2:30][CH2:31][CH2:32][NH2:33])[CH:29]=[CH:28][CH:27]=[CH:26][CH:25]=1, predict the reaction product. The product is: [CH3:1][C:2]1[CH:11]=[CH:10][CH:9]=[C:8]([CH2:12][O:13][C@@H:14]2[CH2:19][CH2:18][CH2:17][C@H:16]([O:20][CH2:21][CH2:22][NH:33][CH2:32][CH2:31][CH2:30][C:24]3[CH:29]=[CH:28][CH:27]=[CH:26][CH:25]=3)[CH2:15]2)[C:3]=1[C:4]([OH:6])=[O:5]. (2) The product is: [NH:11]1[C:9]2=[N:10][C:5]([OH:4])=[CH:6][CH:7]=[C:8]2[CH:13]=[CH:12]1. Given the reactants C([O:4][C:5]1[N:10]=[C:9]2[N:11](C(=O)C)[CH:12]=[CH:13][C:8]2=[CH:7][CH:6]=1)(=O)C.C([O-])([O-])=O.[K+].[K+], predict the reaction product.